Dataset: Forward reaction prediction with 1.9M reactions from USPTO patents (1976-2016). Task: Predict the product of the given reaction. Given the reactants [F:1][CH:2]([F:39])[C:3]1[CH:7]=[C:6]([CH:8]([F:10])[F:9])[N:5]([CH2:11][C:12]([N:14]2[CH2:19][CH2:18][CH:17]([C:20]3[S:21][CH:22]=[C:23]([C:25]4[CH2:29][CH:28]([C:30]5[C:35]([F:36])=[CH:34][CH:33]=[C:32]([OH:37])[C:31]=5[F:38])[O:27][N:26]=4)[N:24]=3)[CH2:16][CH2:15]2)=[O:13])[N:4]=1.C(=O)([O-])[O-].[K+].[K+].[I-].[K+].Br[CH2:49][C:50]#[CH:51], predict the reaction product. The product is: [F:39][CH:2]([F:1])[C:3]1[CH:7]=[C:6]([CH:8]([F:9])[F:10])[N:5]([CH2:11][C:12]([N:14]2[CH2:15][CH2:16][CH:17]([C:20]3[S:21][CH:22]=[C:23]([C:25]4[CH2:29][CH:28]([C:30]5[C:35]([F:36])=[CH:34][CH:33]=[C:32]([O:37][CH2:51][C:50]#[CH:49])[C:31]=5[F:38])[O:27][N:26]=4)[N:24]=3)[CH2:18][CH2:19]2)=[O:13])[N:4]=1.